Dataset: Reaction yield outcomes from USPTO patents with 853,638 reactions. Task: Predict the reaction yield, written as a fraction of the theoretical maximum amount of product (1.0 means a 100% yield; for example, 0.34 means a 34% yield). (1) The reactants are [H-].[Na+].C([O:5][C:6]([C:8]1([CH:24](O)[CH3:25])[CH2:12][CH2:11][CH:10]([O:13][Si:14]([CH:21]([CH3:23])[CH3:22])([CH:18]([CH3:20])[CH3:19])[CH:15]([CH3:17])[CH3:16])[CH2:9]1)=[O:7])C.C1C(Cl)=CN=C(N(S(C(F)(F)F)(=O)=O)S(C(F)(F)F)(=O)=O)C=1. The catalyst is O1CCCC1. The product is [CH:21]([Si:14]([CH:15]([CH3:17])[CH3:16])([CH:18]([CH3:20])[CH3:19])[O:13][CH:10]1[CH2:11][CH2:12][C:8]([CH:24]=[CH2:25])([C:6]([OH:7])=[O:5])[CH2:9]1)([CH3:23])[CH3:22]. The yield is 0.150. (2) The reactants are [Cl-].O[NH3+:3].[C:4](=[O:7])([O-])[OH:5].[Na+].CS(C)=O.[O:13]1[C:17]2([CH2:22][CH2:21][CH:20]([N:23]3[C:28](=[O:29])[C:27]([CH2:30][C:31]4[CH:36]=[CH:35][C:34]([C:37]5[C:38]([C:43]#[N:44])=[CH:39][CH:40]=[CH:41][CH:42]=5)=[CH:33][CH:32]=4)=[C:26]([CH2:45][CH2:46][CH3:47])[N:25]4[N:48]=[C:49]([CH3:51])[N:50]=[C:24]34)[CH2:19][CH2:18]2)[O:16][CH2:15][CH2:14]1. The catalyst is O.C(OCC)(=O)C. The product is [O:16]1[C:17]2([CH2:18][CH2:19][CH:20]([N:23]3[C:28](=[O:29])[C:27]([CH2:30][C:31]4[CH:36]=[CH:35][C:34]([C:37]5[CH:42]=[CH:41][CH:40]=[CH:39][C:38]=5[C:43]5[NH:3][C:4](=[O:7])[O:5][N:44]=5)=[CH:33][CH:32]=4)=[C:26]([CH2:45][CH2:46][CH3:47])[N:25]4[N:48]=[C:49]([CH3:51])[N:50]=[C:24]34)[CH2:21][CH2:22]2)[O:13][CH2:14][CH2:15]1. The yield is 0.740. (3) The reactants are [CH:1]([C:4]1[N:5]=[C:6]([CH2:25][OH:26])[N:7]([CH2:18][C:19]2[CH:24]=[CH:23][N:22]=[CH:21][CH:20]=2)[C:8]=1[S:9][C:10]1[CH:15]=[CH:14][CH:13]=[C:12]([O:16]C)[CH:11]=1)([CH3:3])[CH3:2].B(Br)(Br)Br. The catalyst is C(Cl)Cl. The product is [OH:26][CH2:25][C:6]1[N:7]([CH2:18][C:19]2[CH:20]=[CH:21][N:22]=[CH:23][CH:24]=2)[C:8]([S:9][C:10]2[CH:11]=[C:12]([OH:16])[CH:13]=[CH:14][CH:15]=2)=[C:4]([CH:1]([CH3:3])[CH3:2])[N:5]=1. The yield is 0.810. (4) The reactants are [Cl:1][C:2]1[N:3]=[CH:4][N:5]([C:7]2[CH:12]=[CH:11][C:10]([NH:13][C:14](SC)=[NH:15])=[CH:9][C:8]=2[O:18][CH3:19])[CH:6]=1.[Cl:20][CH2:21][CH2:22][CH2:23][CH2:24][CH:25]([C:29]1[CH:34]=[C:33]([F:35])[C:32]([F:36])=[C:31]([F:37])[CH:30]=1)[C:26](O)=O.[NH2:38][NH2:39]. No catalyst specified. The product is [Cl:20][CH2:21][CH2:22][CH2:23][CH2:24][CH:25]([C:26]1[NH:39][N:38]=[C:14]([NH:13][C:10]2[CH:11]=[CH:12][C:7]([N:5]3[CH:6]=[C:2]([Cl:1])[N:3]=[CH:4]3)=[C:8]([O:18][CH3:19])[CH:9]=2)[N:15]=1)[C:29]1[CH:34]=[C:33]([F:35])[C:32]([F:36])=[C:31]([F:37])[CH:30]=1. The yield is 1.00.